Dataset: Forward reaction prediction with 1.9M reactions from USPTO patents (1976-2016). Task: Predict the product of the given reaction. Given the reactants C([O:5][C:6](=[O:18])[C:7]1[CH:12]=[C:11]([CH2:13][CH:14]([CH3:16])[CH3:15])[C:10]([CH3:17])=[N:9][CH:8]=1)(C)(C)C.[ClH:19], predict the reaction product. The product is: [ClH:19].[CH2:13]([C:11]1[C:10]([CH3:17])=[N:9][CH:8]=[C:7]([CH:12]=1)[C:6]([OH:18])=[O:5])[CH:14]([CH3:16])[CH3:15].